This data is from Human intestinal absorption (HIA) binary classification data from Hou et al.. The task is: Regression/Classification. Given a drug SMILES string, predict its absorption, distribution, metabolism, or excretion properties. Task type varies by dataset: regression for continuous measurements (e.g., permeability, clearance, half-life) or binary classification for categorical outcomes (e.g., BBB penetration, CYP inhibition). Dataset: hia_hou. (1) The drug is C[C@H](N)Cc1ccccc1. The result is 1 (good absorption). (2) The molecule is CCN[C@@H]1C[C@H](N)[C@H](O[C@@H]2C[C@@H](N)C=C(CN)O2)[C@H](O)[C@@H]1O[C@@H]1OC[C@@](C)(O)[C@@H](NC)[C@@H]1O. The result is 0 (poor absorption). (3) The drug is CCC[C@H](C)C1(CC)C(=O)NC(=O)NC1=O. The result is 1 (good absorption). (4) The result is 1 (good absorption). The compound is CN1[C@H]2CC[C@@H]1C[C@@H](OC(=O)[C@@H](CO)c1ccccc1)C2. (5) The compound is OCCN1CCN(CCCN2c3ccccc3Sc3ccc(Cl)cc32)CC1. The result is 1 (good absorption).